Dataset: Full USPTO retrosynthesis dataset with 1.9M reactions from patents (1976-2016). Task: Predict the reactants needed to synthesize the given product. (1) Given the product [O:8]1[CH:9]=[CH:10][CH:11]=[C:7]1[C:5]1[NH:4][C:3]2[C:12](=[O:14])[NH:22][CH:21]=[N:1][C:2]=2[CH:6]=1, predict the reactants needed to synthesize it. The reactants are: [NH2:1][C:2]1[CH:6]=[C:5]([C:7]2[O:8][CH:9]=[CH:10][CH:11]=2)[NH:4][C:3]=1[C:12]([O:14]CC)=O.C(O)(=O)C.[CH:21](N)=[NH:22]. (2) Given the product [OH:1][CH:2]([CH2:39][OH:40])[CH2:3][O:4][C:5]1[CH:10]=[CH:9][C:8]([C:11]2[C:15]3[CH:16]=[C:17]([O:20][CH2:21][C:22]4[CH:27]=[CH:26][C:25]([C@@H:28]([C:35]#[C:36][CH3:37])[CH2:29][C:30]([OH:32])=[O:31])=[CH:24][CH:23]=4)[CH:18]=[CH:19][C:14]=3[S:13][CH:12]=2)=[C:7]([CH3:38])[CH:6]=1, predict the reactants needed to synthesize it. The reactants are: [OH:1][CH:2]([CH2:39][OH:40])[CH2:3][O:4][C:5]1[CH:10]=[CH:9][C:8]([C:11]2[C:15]3[CH:16]=[C:17]([O:20][CH2:21][C:22]4[CH:27]=[CH:26][C:25]([C@@H:28]([C:35]#[C:36][CH3:37])[CH2:29][C:30]([O:32]CC)=[O:31])=[CH:24][CH:23]=4)[CH:18]=[CH:19][C:14]=3[S:13][CH:12]=2)=[C:7]([CH3:38])[CH:6]=1.[Li+].[OH-].Cl. (3) Given the product [O:3]=[C:2]([CH3:1])[CH2:7][CH:8]([CH2:14][CH2:15][CH3:16])[C:9]([O:11][CH2:12][CH3:13])=[O:10], predict the reactants needed to synthesize it. The reactants are: [CH3:1][C:2]1([CH2:7][CH:8]([CH2:14][CH2:15][CH3:16])[C:9]([O:11][CH2:12][CH3:13])=[O:10])OCC[O:3]1.O.C(OCC)(=O)C. (4) Given the product [CH2:6]([CH:5]([CH2:9][CH2:10][CH3:11])[C:4]([OH:12])=[O:3])[CH2:7][CH3:8], predict the reactants needed to synthesize it. The reactants are: ClC[O:3][C:4](=[O:12])[CH:5]([CH2:9][CH2:10][CH3:11])[CH2:6][CH2:7][CH3:8].CCN(CC)CC. (5) Given the product [Cl:72][C:73]1[CH:74]=[CH:75][C:76]([N:84]2[CH:88]=[N:87][N:86]=[N:85]2)=[C:77](/[CH:79]=[CH:80]/[C:81]([N:41]2[CH:42]([C:43]3[NH:44][CH:45]=[C:46]([C:48]4[CH:49]=[CH:50][C:51]([NH:54][C:55]([O:57][CH3:58])=[O:56])=[CH:52][CH:53]=4)[N:47]=3)[CH:37]([CH:34]3[CH2:36][CH2:35]3)[CH2:38][CH:39]([CH:59]3[CH2:64][CH2:63][N:62]([C:65]([O:67][C:68]([CH3:71])([CH3:70])[CH3:69])=[O:66])[CH2:61][CH2:60]3)[CH2:40]2)=[O:82])[CH:78]=1, predict the reactants needed to synthesize it. The reactants are: C(N(C(C)C)C(C)C)C.CN(C(ON1N=NC2C=CC=NC1=2)=[N+](C)C)C.F[P-](F)(F)(F)(F)F.[CH:34]1([CH:37]2[CH:42]([C:43]3[NH:44][CH:45]=[C:46]([C:48]4[CH:53]=[CH:52][C:51]([NH:54][C:55]([O:57][CH3:58])=[O:56])=[CH:50][CH:49]=4)[N:47]=3)[NH:41][CH2:40][CH:39]([CH:59]3[CH2:64][CH2:63][N:62]([C:65]([O:67][C:68]([CH3:71])([CH3:70])[CH3:69])=[O:66])[CH2:61][CH2:60]3)[CH2:38]2)[CH2:36][CH2:35]1.[Cl:72][C:73]1[CH:74]=[CH:75][C:76]([N:84]2[CH:88]=[N:87][N:86]=[N:85]2)=[C:77](/[CH:79]=[CH:80]/[C:81](O)=[O:82])[CH:78]=1.